This data is from Reaction yield outcomes from USPTO patents with 853,638 reactions. The task is: Predict the reaction yield, written as a fraction of the theoretical maximum amount of product (1.0 means a 100% yield; for example, 0.34 means a 34% yield). (1) The reactants are [CH:1]([N:4]1[CH2:9][CH2:8][CH:7]([O:10][C:11]2[CH:19]=[CH:18][C:17]3[N:16]4[CH2:20][CH2:21][NH:22][C:23](=[O:24])[C:15]4=[CH:14][C:13]=3[CH:12]=2)[CH2:6][CH2:5]1)([CH3:3])[CH3:2].[H-].[Na+].[F:27][C:28]1[CH:35]=[CH:34][CH:33]=[CH:32][C:29]=1[CH2:30]Cl. No catalyst specified. The product is [F:27][C:28]1[CH:35]=[CH:34][CH:33]=[CH:32][C:29]=1[CH2:30][N:22]1[CH2:21][CH2:20][N:16]2[C:17]3[CH:18]=[CH:19][C:11]([O:10][CH:7]4[CH2:8][CH2:9][N:4]([CH:1]([CH3:3])[CH3:2])[CH2:5][CH2:6]4)=[CH:12][C:13]=3[CH:14]=[C:15]2[C:23]1=[O:24]. The yield is 0.770. (2) The reactants are Br[C:2]1[CH:3]=[C:4]([NH:11][C:12](=[O:14])[CH3:13])[CH:5]=[C:6]([N+:8]([O-:10])=[O:9])[CH:7]=1.N#N.[F:17][C:18]1[CH:23]=[CH:22][C:21]([F:24])=[CH:20][C:19]=1B(O)O.C(=O)([O-])[O-].[Na+].[Na+]. The catalyst is COCCOC.C1C=CC(P(C2C=CC=CC=2)[C-]2C=CC=C2)=CC=1.C1C=CC(P(C2C=CC=CC=2)[C-]2C=CC=C2)=CC=1.Cl[Pd]Cl.[Fe+2]. The product is [F:17][C:18]1[CH:23]=[CH:22][C:21]([F:24])=[CH:20][C:19]=1[C:2]1[CH:7]=[C:6]([N+:8]([O-:10])=[O:9])[CH:5]=[C:4]([NH:11][C:12](=[O:14])[CH3:13])[CH:3]=1. The yield is 0.670. (3) The reactants are [OH-].[K+].[C:3](=[S:5])=S.[NH2:6][C:7]1[CH:12]=[CH:11][CH:10]=[C:9]([NH2:13])[C:8]=1[OH:14]. The product is [NH2:6][C:7]1[C:8]2[O:14][C:3](=[S:5])[NH:13][C:9]=2[CH:10]=[CH:11][CH:12]=1. The yield is 0.450. The catalyst is CCO.O.